Dataset: Full USPTO retrosynthesis dataset with 1.9M reactions from patents (1976-2016). Task: Predict the reactants needed to synthesize the given product. (1) Given the product [N+:10]([C:4]1[CH:3]=[C:2]([C:23]2[N:19]([CH:14]3[CH2:15][CH2:16][CH2:17][CH2:18][O:13]3)[N:20]=[CH:21][CH:22]=2)[CH:9]=[CH:8][C:5]=1[C:6]#[N:7])([O-:12])=[O:11], predict the reactants needed to synthesize it. The reactants are: Cl[C:2]1[CH:9]=[CH:8][C:5]([C:6]#[N:7])=[C:4]([N+:10]([O-:12])=[O:11])[CH:3]=1.[O:13]1[CH2:18][CH2:17][CH2:16][CH2:15][CH:14]1[N:19]1[C:23](B2OC(C)(C)C(C)(C)O2)=[CH:22][CH:21]=[N:20]1. (2) Given the product [C:1]([C:5]1[CH:10]=[CH:9][CH:8]=[CH:7][C:6]=1[S:11]([CH:12]1[CH2:13][N:14]([C:16]([C:18]2[CH:23]=[CH:22][CH:21]=[CH:20][CH:19]=2)=[O:17])[CH2:15]1)=[O:32])([CH3:4])([CH3:2])[CH3:3], predict the reactants needed to synthesize it. The reactants are: [C:1]([C:5]1[CH:10]=[CH:9][CH:8]=[CH:7][C:6]=1[S:11][CH:12]1[CH2:15][N:14]([C:16]([C:18]2[CH:23]=[CH:22][CH:21]=[CH:20][CH:19]=2)=[O:17])[CH2:13]1)([CH3:4])([CH3:3])[CH3:2].C1C=C(Cl)C=C(C(OO)=[O:32])C=1.S([O-])([O-])(=O)=S.[Na+].[Na+].C(=O)([O-])O.[Na+]. (3) Given the product [C:18]([O:22][C:23]([N:25]1[CH2:30][CH2:29][CH:28]([N:31]([C:14]([C:12]2[O:11][N:10]=[C:9]([C:6]3[CH:7]=[CH:8][C:3]([C:1]#[N:2])=[C:4]([F:17])[CH:5]=3)[CH:13]=2)=[O:16])[CH:32]2[CH2:33][CH2:34]2)[CH2:27][CH2:26]1)=[O:24])([CH3:21])([CH3:19])[CH3:20], predict the reactants needed to synthesize it. The reactants are: [C:1]([C:3]1[CH:8]=[CH:7][C:6]([C:9]2[CH:13]=[C:12]([C:14]([OH:16])=O)[O:11][N:10]=2)=[CH:5][C:4]=1[F:17])#[N:2].[C:18]([O:22][C:23]([N:25]1[CH2:30][CH2:29][CH:28]([NH:31][CH:32]2[CH2:34][CH2:33]2)[CH2:27][CH2:26]1)=[O:24])([CH3:21])([CH3:20])[CH3:19].